Dataset: Forward reaction prediction with 1.9M reactions from USPTO patents (1976-2016). Task: Predict the product of the given reaction. (1) Given the reactants [Cl:1][C:2]1[CH:7]=[C:6]([C:8](=[O:12])[N:9]([CH3:11])[CH3:10])[CH:5]=[CH:4][C:3]=1[N:13]([CH3:34])[C:14]([C:16]1[S:33][C:19]2[C:20]3[CH:28]=[CH:27][C:26]([C:29]([O:31]C)=[O:30])=[CH:25][C:21]=3[O:22][CH2:23][CH2:24][C:18]=2[CH:17]=1)=[O:15].O[Li].O, predict the reaction product. The product is: [Cl:1][C:2]1[CH:7]=[C:6]([C:8](=[O:12])[N:9]([CH3:10])[CH3:11])[CH:5]=[CH:4][C:3]=1[N:13]([CH3:34])[C:14]([C:16]1[S:33][C:19]2[C:20]3[CH:28]=[CH:27][C:26]([C:29]([OH:31])=[O:30])=[CH:25][C:21]=3[O:22][CH2:23][CH2:24][C:18]=2[CH:17]=1)=[O:15]. (2) The product is: [C:3]([O:7][C:8]([NH:10][C@@H:11]([CH2:16][C:17]1[CH:22]=[CH:21][C:20]([O:23][CH:24]([CH3:26])[CH3:25])=[CH:19][CH:18]=1)[C:12]([OH:14])=[O:13])=[O:9])([CH3:5])([CH3:6])[CH3:4]. Given the reactants [OH-].[Li+].[C:3]([O:7][C:8]([NH:10][C@@H:11]([CH2:16][C:17]1[CH:22]=[CH:21][C:20]([O:23][CH:24]([CH3:26])[CH3:25])=[CH:19][CH:18]=1)[C:12]([O:14]C)=[O:13])=[O:9])([CH3:6])([CH3:5])[CH3:4], predict the reaction product. (3) Given the reactants [CH2:1]([N:3]([CH2:55][CH3:56])[C:4]1[CH:5]=[CH:6][C:7]([NH:30][C:31](=[O:54])[C:32]2[CH:37]=[CH:36][CH:35]=[C:34]([C:38]#[C:39][CH2:40][O:41][CH2:42][CH2:43][O:44][CH2:45][CH2:46][O:47][CH2:48][CH2:49][O:50][CH2:51][CH2:52][OH:53])[CH:33]=2)=[C:8]([C:10]2[CH:11]=[C:12]([CH:27]=[CH:28][N:29]=2)[C:13]([NH:15][CH2:16][C:17]2[CH:22]=[CH:21][CH:20]=[C:19]([C:23]([F:26])([F:25])[F:24])[CH:18]=2)=[O:14])[CH:9]=1)[CH3:2], predict the reaction product. The product is: [CH2:55]([N:3]([CH2:1][CH3:2])[C:4]1[CH:5]=[CH:6][C:7]([NH:30][C:31](=[O:54])[C:32]2[CH:37]=[CH:36][CH:35]=[C:34]([CH2:38][CH2:39][CH2:40][O:41][CH2:42][CH2:43][O:44][CH2:45][CH2:46][O:47][CH2:48][CH2:49][O:50][CH2:51][CH2:52][OH:53])[CH:33]=2)=[C:8]([C:10]2[CH:11]=[C:12]([CH:27]=[CH:28][N:29]=2)[C:13]([NH:15][CH2:16][C:17]2[CH:22]=[CH:21][CH:20]=[C:19]([C:23]([F:26])([F:25])[F:24])[CH:18]=2)=[O:14])[CH:9]=1)[CH3:56]. (4) Given the reactants [Si:1]([O:8][CH2:9][C@@H:10]([NH:26][C:27]1[C:36]2[C:31](=[CH:32][CH:33]=[CH:34][CH:35]=2)[N:30]=[CH:29][C:28]=1[NH2:37])[CH2:11][C:12]1[CH:17]=[CH:16][C:15]([O:18][Si:19]([C:22]([CH3:25])([CH3:24])[CH3:23])([CH3:21])[CH3:20])=[CH:14][CH:13]=1)([C:4]([CH3:7])([CH3:6])[CH3:5])([CH3:3])[CH3:2].Cl.[Cl:39][CH2:40][C:41](=N)OCC.C([O-])(O)=O.[Na+], predict the reaction product. The product is: [Si:1]([O:8][CH2:9][C@@H:10]([N:26]1[C:27]2[C:36]3[CH:35]=[CH:34][CH:33]=[CH:32][C:31]=3[N:30]=[CH:29][C:28]=2[N:37]=[C:41]1[CH2:40][Cl:39])[CH2:11][C:12]1[CH:13]=[CH:14][C:15]([O:18][Si:19]([C:22]([CH3:25])([CH3:24])[CH3:23])([CH3:21])[CH3:20])=[CH:16][CH:17]=1)([C:4]([CH3:5])([CH3:6])[CH3:7])([CH3:3])[CH3:2]. (5) Given the reactants F[C:11]1[CH:16]=[CH:15][C:14](S([C:11]2[CH:16]=[CH:15][C:14](F)=[CH:13][CH:12]=2)(=O)=O)=[CH:13][CH:12]=1.OC1C=CC(S(C2C=C[C:31]([OH:34])=CC=2)(=O)=O)=CC=1.[C:35]1([OH:48])C=CC(C2C=CC(O)=CC=2)=CC=1.[C:49](=[O:52])([O-])[O-:50].[K+].[K+].[C:55]1(C)C=CC=CC=1, predict the reaction product. The product is: [CH3:55][O:50][C:49]([CH:11]1[CH:12]([C:35]([O:34][CH3:31])=[O:48])[CH2:13][CH:14]=[CH:15][CH2:16]1)=[O:52]. (6) Given the reactants C(Cl)(=O)C(Cl)=O.[CH3:7][C:8]1[C:16]([CH3:17])=[CH:15][CH:14]=[CH:13][C:9]=1[C:10]([OH:12])=O.[NH2:18][C:19]1[CH:31]=[C:30]([C:32]2[CH:37]=[CH:36][CH:35]=[C:34]([Cl:38])[CH:33]=2)[CH:29]=[CH:28][C:20]=1[C:21]([O:23][C:24]([CH3:27])([CH3:26])[CH3:25])=[O:22].C(=O)([O-])O.[Na+], predict the reaction product. The product is: [Cl:38][C:34]1[CH:33]=[C:32]([C:30]2[CH:29]=[CH:28][C:20]([C:21]([O:23][C:24]([CH3:25])([CH3:26])[CH3:27])=[O:22])=[C:19]([NH:18][C:10](=[O:12])[C:9]3[CH:13]=[CH:14][CH:15]=[C:16]([CH3:17])[C:8]=3[CH3:7])[CH:31]=2)[CH:37]=[CH:36][CH:35]=1. (7) Given the reactants [CH3:1][C:2]1[O:6][N:5]=[C:4]([C:7]2[CH:24]=[CH:23][C:10]([CH2:11][N:12]3C(=O)C4C(=CC=CC=4)C3=O)=[C:9]([N+:25]([O-:27])=[O:26])[CH:8]=2)[N:3]=1.O.NN, predict the reaction product. The product is: [CH3:1][C:2]1[O:6][N:5]=[C:4]([C:7]2[CH:24]=[CH:23][C:10]([CH2:11][NH2:12])=[C:9]([N+:25]([O-:27])=[O:26])[CH:8]=2)[N:3]=1. (8) Given the reactants C(OC([N:8]1[CH2:13][CH2:12][CH:11]([O:14][CH2:15][CH:16]2[CH2:18][CH2:17]2)[CH2:10][CH2:9]1)=O)(C)(C)C.C(O)(C(F)(F)F)=O, predict the reaction product. The product is: [CH:16]1([CH2:15][O:14][CH:11]2[CH2:12][CH2:13][NH:8][CH2:9][CH2:10]2)[CH2:17][CH2:18]1. (9) Given the reactants [F:1][C:2]1[CH:10]=[CH:9][C:8]([CH2:11][C:12]2[C:21]3[C:16](=[CH:17][CH:18]=[CH:19][CH:20]=3)[C:15](=[O:22])[NH:14][N:13]=2)=[CH:7][C:3]=1[C:4](O)=[O:5].F[P-](F)(F)(F)(F)F.N1(OC(N(C)C)=[N+](C)C)C2C=CC=CC=2N=N1.Cl.[Br:48][C:49]1[N:50]=[C:51]([C:58]([F:61])([F:60])[F:59])[N:52]2[CH2:57][CH2:56][NH:55][CH2:54][C:53]=12.C(N(CC)C(C)C)(C)C, predict the reaction product. The product is: [Br:48][C:49]1[N:50]=[C:51]([C:58]([F:60])([F:59])[F:61])[N:52]2[CH2:57][CH2:56][N:55]([C:4]([C:3]3[CH:7]=[C:8]([CH2:11][C:12]4[C:21]5[C:16](=[CH:17][CH:18]=[CH:19][CH:20]=5)[C:15](=[O:22])[NH:14][N:13]=4)[CH:9]=[CH:10][C:2]=3[F:1])=[O:5])[CH2:54][C:53]=12. (10) The product is: [OH:2][C:3]1[CH:8]=[C:7]([O:9][CH3:10])[CH:6]=[CH:5][C:4]=1[CH2:11][C:12]([NH:14][CH3:15])=[O:13].[OH:9][C:7]1[CH:6]=[CH:5][C:4]([CH2:11][C:12]([NH:14][CH3:15])=[O:13])=[C:3]([O:2][CH3:1])[CH:8]=1. Given the reactants [CH3:1][O:2][C:3]1[CH:8]=[C:7]([O:9][CH3:10])[CH:6]=[CH:5][C:4]=1[CH2:11][C:12]([NH:14][CH3:15])=[O:13].B(Br)(Br)Br.CO, predict the reaction product.